From a dataset of Catalyst prediction with 721,799 reactions and 888 catalyst types from USPTO. Predict which catalyst facilitates the given reaction. (1) Reactant: [CH3:1][C:2]1[CH:7]=[C:6]([N:8]2[CH2:13][CH2:12][O:11][CH2:10][CH2:9]2)[CH:5]=[C:4]([CH3:14])[C:3]=1[C:15]1[NH:16][C:17]2[CH:23]=[C:22]([C:24]([OH:26])=O)[CH:21]=[CH:20][C:18]=2[N:19]=1.[Cl:27][C:28]1[CH:37]=[CH:36][C:31]([C:32]([NH:34][NH2:35])=[O:33])=[CH:30][CH:29]=1.CCN=C=NCCCN(C)C.C1C=CC2N(O)N=NC=2C=1. Product: [CH3:1][C:2]1[CH:7]=[C:6]([N:8]2[CH2:9][CH2:10][O:11][CH2:12][CH2:13]2)[CH:5]=[C:4]([CH3:14])[C:3]=1[C:15]1[NH:16][C:17]2[CH:23]=[C:22]([C:24]([NH:35][NH:34][C:32](=[O:33])[C:31]3[CH:30]=[CH:29][C:28]([Cl:27])=[CH:37][CH:36]=3)=[O:26])[CH:21]=[CH:20][C:18]=2[N:19]=1. The catalyst class is: 18. (2) Reactant: [CH2:1]([O:3][C:4]([C:6]1[S:10][C:9]2[CH:11]=[CH:12][C:13](N)=[CH:14][C:8]=2[CH:7]=1)=[O:5])[CH3:2].Cl.N([O-])=O.[Na+].[Na+].[I-:22]. Product: [CH2:1]([O:3][C:4]([C:6]1[S:10][C:9]2[CH:11]=[CH:12][C:13]([I:22])=[CH:14][C:8]=2[CH:7]=1)=[O:5])[CH3:2]. The catalyst class is: 34. (3) Reactant: C1(C)C=CC(S([O-])(=O)=O)=CC=1.[NH+]1C=CC=CC=1.[C:18]([C:22]1[CH:23]=[C:24]([NH:43][C:44]([NH:46][C@@H:47]2[C:56]3[C:51](=[CH:52][CH:53]=[CH:54][CH:55]=3)[C@H:50]([O:57][C:58]3[CH:59]=[CH:60][C:61]4[N:62]([C:64]([N:67]5[C@H:72]([CH3:73])[CH2:71][CH2:70][CH2:69][C@@H:68]5[CH3:74])=[N:65][N:66]=4)[CH:63]=3)[CH2:49][CH2:48]2)=[O:45])[N:25]([C:27]2[CH:32]=[CH:31][CH:30]=[C:29]([O:33][CH2:34][CH2:35][O:36]C3CCCCO3)[CH:28]=2)[N:26]=1)([CH3:21])([CH3:20])[CH3:19]. Product: [C:18]([C:22]1[CH:23]=[C:24]([NH:43][C:44]([NH:46][C@@H:47]2[C:56]3[C:51](=[CH:52][CH:53]=[CH:54][CH:55]=3)[C@H:50]([O:57][C:58]3[CH:59]=[CH:60][C:61]4[N:62]([C:64]([N:67]5[C@H:72]([CH3:73])[CH2:71][CH2:70][CH2:69][C@@H:68]5[CH3:74])=[N:65][N:66]=4)[CH:63]=3)[CH2:49][CH2:48]2)=[O:45])[N:25]([C:27]2[CH:32]=[CH:31][CH:30]=[C:29]([O:33][CH2:34][CH2:35][OH:36])[CH:28]=2)[N:26]=1)([CH3:21])([CH3:19])[CH3:20]. The catalyst class is: 5. (4) Reactant: Br[C:2]1[C:10]2[C:5](=[CH:6][N:7]=[CH:8][C:9]=2[F:11])[S:4][CH:3]=1.[B:12]1([B:12]2[O:16][C:15]([CH3:18])([CH3:17])[C:14]([CH3:20])([CH3:19])[O:13]2)[O:16][C:15]([CH3:18])([CH3:17])[C:14]([CH3:20])([CH3:19])[O:13]1.C([O-])(=O)C.[K+]. Product: [F:11][C:9]1[CH:8]=[N:7][CH:6]=[C:5]2[S:4][CH:3]=[C:2]([B:12]3[O:16][C:15]([CH3:18])([CH3:17])[C:14]([CH3:20])([CH3:19])[O:13]3)[C:10]=12. The catalyst class is: 346. (5) Reactant: [Cl:1][C:2]1[CH:18]=[CH:17][CH:16]=[CH:15][C:3]=1[CH2:4][NH:5][C:6]([N:8]1[CH2:12][CH2:11][CH2:10][C@H:9]1[CH2:13][OH:14])=[O:7].[CH2:19]([C:21]1[CH:26]=[CH:25][C:24]([N:27]=[C:28]=[O:29])=[CH:23][CH:22]=1)[CH3:20]. Product: [CH2:19]([C:21]1[CH:26]=[CH:25][C:24]([NH:27][C:28](=[O:29])[O:14][CH2:13][C@@H:9]2[CH2:10][CH2:11][CH2:12][N:8]2[C:6](=[O:7])[NH:5][CH2:4][C:3]2[CH:15]=[CH:16][CH:17]=[CH:18][C:2]=2[Cl:1])=[CH:23][CH:22]=1)[CH3:20]. The catalyst class is: 1.